From a dataset of Full USPTO retrosynthesis dataset with 1.9M reactions from patents (1976-2016). Predict the reactants needed to synthesize the given product. (1) Given the product [Cl:1][C:2]1[CH:33]=[C:32]([C:34]2[CH2:39][CH2:38][C:37](=[O:40])[NH:36][N:35]=2)[CH:31]=[CH:30][C:3]=1[O:4][CH2:5][C:6]([NH:8][CH2:9][CH2:10][NH:11][C:12](=[O:29])[C:13]1[CH:14]=[CH:15][CH:16]=[CH:59][C:58]=1[C:55]1[CH:54]=[CH:53][C:52]([O:51][CH2:50][C@@H:42]([OH:41])[CH2:43][NH:35][CH:34]([CH3:39])[CH3:32])=[CH:57][CH:56]=1)=[O:7], predict the reactants needed to synthesize it. The reactants are: [Cl:1][C:2]1[CH:33]=[C:32]([C:34]2[CH2:39][CH2:38][C:37](=[O:40])[NH:36][N:35]=2)[CH:31]=[CH:30][C:3]=1[O:4][CH2:5][C:6]([NH:8][CH2:9][CH2:10][NH:11][C:12](=[O:29])[CH2:13][C:14]1C=CC(OC[C@@H](O)CNC(C)C)=[CH:16][CH:15]=1)=[O:7].[OH:41][C:42]1[CH:50]=CC(C(O)=O)=C[CH:43]=1.[OH:51][C:52]1[CH:57]=[CH:56][C:55]([CH2:58][C:59](O)=O)=[CH:54][CH:53]=1. (2) Given the product [Cl:5][C:6]1[CH:21]=[CH:20][CH:19]=[CH:18][C:7]=1[CH2:8][N:9]1[C:13]([CH3:14])=[C:12]([CH3:15])[N:11]=[C:10]1[CH2:16][Cl:3], predict the reactants needed to synthesize it. The reactants are: S(Cl)([Cl:3])=O.[Cl:5][C:6]1[CH:21]=[CH:20][CH:19]=[CH:18][C:7]=1[CH2:8][N:9]1[C:13]([CH3:14])=[C:12]([CH3:15])[N:11]=[C:10]1[CH2:16]O.